Dataset: Forward reaction prediction with 1.9M reactions from USPTO patents (1976-2016). Task: Predict the product of the given reaction. (1) Given the reactants [CH3:1][O:2][C:3]1[CH:8]=[CH:7][C:6]([NH:9][C:10]2[N:21]=[CH:20][CH:19]=[CH:18][C:11]=2[C:12]([NH:14][CH2:15][C:16]#[CH:17])=[O:13])=[CH:5][CH:4]=1.[N:22]([CH2:25][C:26]1[CH:31]=[C:30]([O:32][CH3:33])[CH:29]=[C:28]([O:34][CH3:35])[CH:27]=1)=[N+:23]=[N-:24].O.O=C1O[C@H]([C@H](CO)O)C([O-])=C1O.[Na+], predict the reaction product. The product is: [CH3:33][O:32][C:30]1[CH:31]=[C:26]([CH:27]=[C:28]([O:34][CH3:35])[CH:29]=1)[CH2:25][N:22]1[CH:17]=[C:16]([CH2:15][NH:14][C:12](=[O:13])[C:11]2[CH:18]=[CH:19][CH:20]=[N:21][C:10]=2[NH:9][C:6]2[CH:7]=[CH:8][C:3]([O:2][CH3:1])=[CH:4][CH:5]=2)[N:24]=[N:23]1. (2) Given the reactants [Cl:1][C:2]1[CH:3]=[N+:4]([O-:34])[CH:5]=[C:6]([Cl:33])[C:7]=1[CH2:8][C@@H:9]([C:18]1[CH:23]=[CH:22][C:21]([O:24][CH:25]([F:27])[F:26])=[C:20]([O:28][CH2:29][CH:30]2[CH2:32][CH2:31]2)[CH:19]=1)[O:10][C:11]([CH:13]1[NH:17][CH2:16][CH2:15][S:14]1)=[O:12].[CH:35]([C:37]1[S:41][C:40]([C:42](O)=[O:43])=[CH:39][CH:38]=1)=[O:36].C(Cl)CCl, predict the reaction product. The product is: [Cl:1][C:2]1[CH:3]=[N+:4]([O-:34])[CH:5]=[C:6]([Cl:33])[C:7]=1[CH2:8][C@@H:9]([C:18]1[CH:23]=[CH:22][C:21]([O:24][CH:25]([F:27])[F:26])=[C:20]([O:28][CH2:29][CH:30]2[CH2:32][CH2:31]2)[CH:19]=1)[O:10][C:11]([CH:13]1[N:17]([C:42]([C:40]2[S:41][C:37]([CH:35]=[O:36])=[CH:38][CH:39]=2)=[O:43])[CH2:16][CH2:15][S:14]1)=[O:12]. (3) Given the reactants [NH2:1][C:2]1[CH:3]=[CH:4][CH:5]=[C:6]2[C:11]=1[CH:10]=[C:9](O)[CH:8]=[CH:7]2.[CH2:13]([NH2:20])[C:14]1[CH:19]=[CH:18][CH:17]=[CH:16][CH:15]=1, predict the reaction product. The product is: [NH2:1][C:2]1[CH:3]=[CH:4][CH:5]=[C:6]2[C:11]=1[CH:10]=[C:9]([NH:20][CH2:13][C:14]1[CH:19]=[CH:18][CH:17]=[CH:16][CH:15]=1)[CH:8]=[CH:7]2.